Dataset: Full USPTO retrosynthesis dataset with 1.9M reactions from patents (1976-2016). Task: Predict the reactants needed to synthesize the given product. (1) Given the product [CH:13]1([C:18]2([CH3:31])[CH2:26][C:25]3[C:20](=[C:21]([CH3:29])[C:22]([CH3:28])=[C:23]([O:27][CH2:4][C:5]4[CH:6]=[C:7]([C:7]5[CH:8]=[CH:9][CH:10]=[C:5]([C:4]([OH:3])=[O:12])[CH:6]=5)[CH:8]=[CH:9][CH:10]=4)[CH:24]=3)[C:19]2=[O:30])[CH2:14][CH2:15][CH2:16][CH2:17]1, predict the reactants needed to synthesize it. The reactants are: C([O:3][C:4](=[O:12])[C:5]1[CH:10]=[CH:9][CH:8]=[C:7](I)[CH:6]=1)C.[CH:13]1([C:18]2([CH3:31])[CH2:26][C:25]3[C:20](=[C:21]([CH3:29])[C:22]([CH3:28])=[C:23]([OH:27])[CH:24]=3)[C:19]2=[O:30])[CH2:17][CH2:16][CH2:15][CH2:14]1. (2) Given the product [CH3:1][CH2:2][C@@:3]1([OH:67])[CH2:23][N:21]2[CH2:22][C@@H:5]([CH2:6][C@:7]([C:57]([O:59][CH3:60])=[O:58])([C:24]3[CH:25]=[C:26]4[C@:34]56[C@@H:38]7[C@:39]([CH2:54][CH3:55])([C@@H:43]([O:50][C:51]([CH3:53])=[O:52])[C@:44]([OH:49])([C:45]([O:47][CH3:48])=[O:46])[C@@H:33]5[N:32]([CH3:56])[C:27]4=[CH:28][C:29]=3[O:30][CH3:31])[CH:40]=[CH:41][CH2:42][N:37]7[CH2:36][CH2:35]6)[C:8]3[NH:16][C:15]4[CH:14]=[CH:13][C:12]([S:17][CH3:18])=[CH:11][C:10]=4[C:9]=3[CH2:19][CH2:20]2)[CH2:4]1, predict the reactants needed to synthesize it. The reactants are: [CH3:1][CH2:2][C:3]1[CH2:23][N:21]2[CH2:22][C@@H:5]([CH2:6][C@:7]([C:57]([O:59][CH3:60])=[O:58])([C:24]3[CH:25]=[C:26]4[C@:34]56[C@@H:38]7[C@:39]([CH2:54][CH3:55])([C@@H:43]([O:50][C:51]([CH3:53])=[O:52])[C@:44]([OH:49])([C:45]([O:47][CH3:48])=[O:46])[C@@H:33]5[N:32]([CH3:56])[C:27]4=[CH:28][C:29]=3[O:30][CH3:31])[CH:40]=[CH:41][CH2:42][N:37]7[CH2:36][CH2:35]6)[C:8]3[NH:16][C:15]4[CH:14]=[CH:13][C:12]([S:17][CH3:18])=[CH:11][C:10]=4[C:9]=3[CH2:19][CH2:20]2)[CH:4]=1.Cl.C(C[OH:67])(F)(F)F.[BH4-].[Na+]. (3) Given the product [O:41]=[C:42]([N:59]1[CH2:64][CH2:63][N:62]([C:16]([C:11]2[CH:12]=[N:13][CH:14]=[CH:15][N:10]=2)=[O:18])[CH2:61][CH2:60]1)[CH2:43][NH:44][C:45]([C:47]1[CH:48]=[CH:49][C:50]([C:53]2[CH:58]=[CH:57][CH:56]=[CH:55][CH:54]=2)=[CH:51][CH:52]=1)=[O:46], predict the reactants needed to synthesize it. The reactants are: CCN(C(C)C)C(C)C.[N:10]1[CH:15]=[CH:14][N:13]=[CH:12][C:11]=1[C:16]([OH:18])=O.C1C=CC2N(O)N=NC=2C=1.CCN=C=NCCCN(C)C.Cl.[O:41]=[C:42]([N:59]1[CH2:64][CH2:63][NH:62][CH2:61][CH2:60]1)[CH2:43][NH:44][C:45]([C:47]1[CH:52]=[CH:51][C:50]([C:53]2[CH:58]=[CH:57][CH:56]=[CH:55][CH:54]=2)=[CH:49][CH:48]=1)=[O:46]. (4) Given the product [Br:1][C:2]1[CH:7]=[CH:6][C:5]([CH2:8][C:9]([O:11][CH3:18])=[O:10])=[C:4]([F:12])[CH:3]=1, predict the reactants needed to synthesize it. The reactants are: [Br:1][C:2]1[CH:7]=[CH:6][C:5]([CH2:8][C:9]([OH:11])=[O:10])=[C:4]([F:12])[CH:3]=1.OS(O)(=O)=O.[CH3:18]O. (5) Given the product [NH2:20][C:2]1[C:11]2[C:6](=[CH:7][CH:8]=[C:9]([O:12][CH2:13][CH3:14])[CH:10]=2)[N:5]=[CH:4][C:3]=1[C:15]([O:17][CH2:18][CH3:19])=[O:16], predict the reactants needed to synthesize it. The reactants are: Cl[C:2]1[C:11]2[C:6](=[CH:7][CH:8]=[C:9]([O:12][CH2:13][CH3:14])[CH:10]=2)[N:5]=[CH:4][C:3]=1[C:15]([O:17][CH2:18][CH3:19])=[O:16].[NH3:20]. (6) Given the product [C:1]([CH:3]1[CH2:6][N:5]([C:7](=[O:40])[C@H:8]([NH:10][C:11]([C:13]2[C:21]3[C:16](=[N:17][CH:18]=[C:19]([C:22]4[C:30]5[C:25](=[CH:26][C:27]([Cl:31])=[CH:28][CH:29]=5)[N:24]([CH2:44][CH2:45][O:46][CH3:47])[N:23]=4)[N:20]=3)[N:15]([CH2:32][O:33][CH2:34][CH2:35][Si:36]([CH3:39])([CH3:38])[CH3:37])[CH:14]=2)=[O:12])[CH3:9])[CH2:4]1)#[N:2], predict the reactants needed to synthesize it. The reactants are: [C:1]([CH:3]1[CH2:6][N:5]([C:7](=[O:40])[C@H:8]([NH:10][C:11]([C:13]2[C:21]3[C:16](=[N:17][CH:18]=[C:19]([C:22]4[C:30]5[C:25](=[CH:26][C:27]([Cl:31])=[CH:28][CH:29]=5)[NH:24][N:23]=4)[N:20]=3)[N:15]([CH2:32][O:33][CH2:34][CH2:35][Si:36]([CH3:39])([CH3:38])[CH3:37])[CH:14]=2)=[O:12])[CH3:9])[CH2:4]1)#[N:2].[H-].[Na+].Br[CH2:44][CH2:45][O:46][CH3:47]. (7) Given the product [CH3:21][O:13][C:11](=[O:12])[C:8]1[CH:7]=[CH:6][C:5]([C:15]2[CH:20]=[CH:19][N:18]=[CH:17][CH:16]=2)=[CH:10][CH:9]=1, predict the reactants needed to synthesize it. The reactants are: COB([C:5]1[CH:10]=[CH:9][C:8]([C:11]([OH:13])=[O:12])=[CH:7][CH:6]=1)O.Br[C:15]1[CH:20]=[CH:19][N:18]=[CH:17][CH:16]=1.[C:21](=O)([O-])[O-].[K+].[K+].